This data is from Catalyst prediction with 721,799 reactions and 888 catalyst types from USPTO. The task is: Predict which catalyst facilitates the given reaction. (1) Reactant: [OH:1][CH2:2][CH:3]1[N:8]([S:9]([C:12]2[CH:17]=[CH:16][CH:15]=[CH:14][CH:13]=2)(=[O:11])=[O:10])[CH2:7][CH2:6][N:5]([C:18]([O:20][C:21]([CH3:24])([CH3:23])[CH3:22])=[O:19])[CH2:4]1.CC(OI1(OC(C)=O)(OC(C)=O)OC(=O)C2C=CC=CC1=2)=O. Product: [CH:2]([CH:3]1[N:8]([S:9]([C:12]2[CH:17]=[CH:16][CH:15]=[CH:14][CH:13]=2)(=[O:11])=[O:10])[CH2:7][CH2:6][N:5]([C:18]([O:20][C:21]([CH3:24])([CH3:23])[CH3:22])=[O:19])[CH2:4]1)=[O:1]. The catalyst class is: 2. (2) Reactant: [CH2:1]([O:8][CH2:9][CH2:10][O:11][C:12]1[CH:18]=[CH:17][C:15]([NH2:16])=[CH:14][C:13]=1[C:19]([F:22])([F:21])[F:20])[C:2]1[CH:7]=[CH:6][CH:5]=[CH:4][CH:3]=1.CCN(CC)CC.[Br:30][C:31]1[CH:36]=[C:35]([F:37])[C:34]([CH2:38][C:39](Cl)=[O:40])=[C:33]([F:42])[CH:32]=1. Product: [CH2:1]([O:8][CH2:9][CH2:10][O:11][C:12]1[CH:18]=[CH:17][C:15]([NH:16][C:39](=[O:40])[CH2:38][C:34]2[C:33]([F:42])=[CH:32][C:31]([Br:30])=[CH:36][C:35]=2[F:37])=[CH:14][C:13]=1[C:19]([F:20])([F:21])[F:22])[C:2]1[CH:3]=[CH:4][CH:5]=[CH:6][CH:7]=1. The catalyst class is: 2. (3) Reactant: CS(O)(=O)=O.[NH2:6][CH2:7][C:8]1[CH:9]=[C:10]2[C:14](=[CH:15][CH:16]=1)[C:13](=[O:17])[N:12]([CH:18]1[CH2:23][CH2:22][C:21](=[O:24])[NH:20][C:19]1=[O:25])[CH2:11]2.[C:26](N1C=CN=C1)(N1C=CN=C1)=[O:27].[NH2:38][C:39]1[CH:40]=[C:41]2[C:46](=[CH:47][CH:48]=1)[CH2:45][N:44]([C:49]([O:51][C:52]([CH3:55])([CH3:54])[CH3:53])=[O:50])[CH2:43][CH2:42]2.O. Product: [C:52]([O:51][C:49]([N:44]1[CH2:43][CH2:42][C:41]2[C:46](=[CH:47][CH:48]=[C:39]([NH:38][C:26]([NH:6][CH2:7][C:8]3[CH:9]=[C:10]4[C:14](=[CH:15][CH:16]=3)[C:13](=[O:17])[N:12]([CH:18]3[CH2:23][CH2:22][C:21](=[O:24])[NH:20][C:19]3=[O:25])[CH2:11]4)=[O:27])[CH:40]=2)[CH2:45]1)=[O:50])([CH3:55])([CH3:54])[CH3:53]. The catalyst class is: 3. (4) Reactant: C(OP([CH2:9][C:10]([O:12][CH2:13][CH3:14])=[O:11])(OCC)=O)C.[H-].[Na+].[CH:17]([C:19]1[S:20][CH:21]=[CH:22][C:23]=1[C:24]1[C:25](=[O:42])[N:26]([C:36]2[CH:41]=[CH:40][CH:39]=[CH:38][CH:37]=2)[CH:27]=[C:28]([C:30]2[CH:35]=[CH:34][CH:33]=[CH:32][N:31]=2)[CH:29]=1)=O.O. Product: [CH2:13]([O:12][C:10]([CH:9]=[CH:17][C:19]1[S:20][CH:21]=[CH:22][C:23]=1[C:24]1[C:25](=[O:42])[N:26]([C:36]2[CH:41]=[CH:40][CH:39]=[CH:38][CH:37]=2)[CH:27]=[C:28]([C:30]2[CH:35]=[CH:34][CH:33]=[CH:32][N:31]=2)[CH:29]=1)=[O:11])[CH3:14]. The catalyst class is: 7. (5) Reactant: [Br:1][C:2]1[CH:10]=[CH:9][C:5]([C:6](Cl)=[O:7])=[C:4]([F:11])[CH:3]=1.[NH2:12][CH2:13][C@H:14]([OH:16])[CH3:15].C(N(CC)CC)C. Product: [Br:1][C:2]1[CH:10]=[CH:9][C:5]([C:6]([NH:12][CH2:13][C@H:14]([OH:16])[CH3:15])=[O:7])=[C:4]([F:11])[CH:3]=1. The catalyst class is: 2. (6) Reactant: [CH2:1]([O:8][C:9]1[CH:10]=[C:11]([CH:22]([OH:24])[CH3:23])[CH:12]=[N:13][C:14]=1[NH:15][C:16]1[S:17][CH:18]=[C:19]([CH3:21])[N:20]=1)[C:2]1[CH:7]=[CH:6][CH:5]=[CH:4][CH:3]=1.CC(OI1(OC(C)=O)(OC(C)=O)OC(=O)C2C=CC=CC1=2)=O.[OH-].[Na+].[ClH:49]. Product: [ClH:49].[CH2:1]([O:8][C:9]1[CH:10]=[C:11]([C:22](=[O:24])[CH3:23])[CH:12]=[N:13][C:14]=1[NH:15][C:16]1[S:17][CH:18]=[C:19]([CH3:21])[N:20]=1)[C:2]1[CH:7]=[CH:6][CH:5]=[CH:4][CH:3]=1. The catalyst class is: 363. (7) Reactant: [C:1]([C:5]1[C:14]2[CH:13]=[C:12]([C:15](=O)[CH2:16][CH3:17])[C:11]([O:19][CH2:20][CH3:21])=[CH:10][C:9]=2[C:8]([CH3:23])([CH3:22])[CH2:7][CH:6]=1)([CH3:4])([CH3:3])[CH3:2].[CH3:24][CH2:25][O:26][C:27]([CH:29](P(OCC)(OCC)=O)[F:30])=[O:28].C([Li])CCC. Product: [C:1]([C:5]1[C:14]2[CH:13]=[C:12](/[C:15](/[CH2:16][CH3:17])=[C:29](/[F:30])\[C:27]([O:26][CH2:25][CH3:24])=[O:28])[C:11]([O:19][CH2:20][CH3:21])=[CH:10][C:9]=2[C:8]([CH3:22])([CH3:23])[CH2:7][CH:6]=1)([CH3:4])([CH3:2])[CH3:3]. The catalyst class is: 1.